From a dataset of NCI-60 drug combinations with 297,098 pairs across 59 cell lines. Regression. Given two drug SMILES strings and cell line genomic features, predict the synergy score measuring deviation from expected non-interaction effect. (1) Drug 1: CN(C)C1=NC(=NC(=N1)N(C)C)N(C)C. Drug 2: CC1CCC2CC(C(=CC=CC=CC(CC(C(=O)C(C(C(=CC(C(=O)CC(OC(=O)C3CCCCN3C(=O)C(=O)C1(O2)O)C(C)CC4CCC(C(C4)OC)OCCO)C)C)O)OC)C)C)C)OC. Cell line: M14. Synergy scores: CSS=6.29, Synergy_ZIP=-0.158, Synergy_Bliss=5.50, Synergy_Loewe=-4.05, Synergy_HSA=2.19. (2) Drug 1: CCC(=C(C1=CC=CC=C1)C2=CC=C(C=C2)OCCN(C)C)C3=CC=CC=C3.C(C(=O)O)C(CC(=O)O)(C(=O)O)O. Drug 2: CC1CCC2CC(C(=CC=CC=CC(CC(C(=O)C(C(C(=CC(C(=O)CC(OC(=O)C3CCCCN3C(=O)C(=O)C1(O2)O)C(C)CC4CCC(C(C4)OC)OCCO)C)C)O)OC)C)C)C)OC. Cell line: SK-OV-3. Synergy scores: CSS=9.65, Synergy_ZIP=5.85, Synergy_Bliss=10.7, Synergy_Loewe=11.0, Synergy_HSA=8.58. (3) Synergy scores: CSS=6.62, Synergy_ZIP=-2.98, Synergy_Bliss=2.91, Synergy_Loewe=-0.726, Synergy_HSA=2.23. Drug 1: CS(=O)(=O)C1=CC(=C(C=C1)C(=O)NC2=CC(=C(C=C2)Cl)C3=CC=CC=N3)Cl. Cell line: SN12C. Drug 2: COCCOC1=C(C=C2C(=C1)C(=NC=N2)NC3=CC=CC(=C3)C#C)OCCOC.Cl. (4) Drug 1: CC1C(C(=O)NC(C(=O)N2CCCC2C(=O)N(CC(=O)N(C(C(=O)O1)C(C)C)C)C)C(C)C)NC(=O)C3=C4C(=C(C=C3)C)OC5=C(C(=O)C(=C(C5=N4)C(=O)NC6C(OC(=O)C(N(C(=O)CN(C(=O)C7CCCN7C(=O)C(NC6=O)C(C)C)C)C)C(C)C)C)N)C. Drug 2: C(CN)CNCCSP(=O)(O)O. Cell line: OVCAR-5. Synergy scores: CSS=28.1, Synergy_ZIP=-6.08, Synergy_Bliss=-1.80, Synergy_Loewe=-31.4, Synergy_HSA=-1.87. (5) Drug 1: CS(=O)(=O)CCNCC1=CC=C(O1)C2=CC3=C(C=C2)N=CN=C3NC4=CC(=C(C=C4)OCC5=CC(=CC=C5)F)Cl. Drug 2: CC12CCC3C(C1CCC2O)C(CC4=C3C=CC(=C4)O)CCCCCCCCCS(=O)CCCC(C(F)(F)F)(F)F. Cell line: KM12. Synergy scores: CSS=-2.63, Synergy_ZIP=12.0, Synergy_Bliss=19.7, Synergy_Loewe=-2.27, Synergy_HSA=-0.921. (6) Drug 1: C1=NC2=C(N=C(N=C2N1C3C(C(C(O3)CO)O)O)F)N. Drug 2: CNC(=O)C1=NC=CC(=C1)OC2=CC=C(C=C2)NC(=O)NC3=CC(=C(C=C3)Cl)C(F)(F)F. Cell line: HCT116. Synergy scores: CSS=7.61, Synergy_ZIP=0.834, Synergy_Bliss=3.71, Synergy_Loewe=-5.24, Synergy_HSA=-1.14. (7) Cell line: UACC-257. Drug 1: C1=NC2=C(N1)C(=S)N=C(N2)N. Drug 2: CCC1(C2=C(COC1=O)C(=O)N3CC4=CC5=C(C=CC(=C5CN(C)C)O)N=C4C3=C2)O.Cl. Synergy scores: CSS=23.0, Synergy_ZIP=-10.4, Synergy_Bliss=-2.82, Synergy_Loewe=-6.08, Synergy_HSA=-1.52. (8) Cell line: NCI/ADR-RES. Drug 2: CC1=C(C(=O)C2=C(C1=O)N3CC4C(C3(C2COC(=O)N)OC)N4)N. Synergy scores: CSS=35.5, Synergy_ZIP=-11.3, Synergy_Bliss=-3.17, Synergy_Loewe=-8.38, Synergy_HSA=-0.858. Drug 1: CCC1=C2CN3C(=CC4=C(C3=O)COC(=O)C4(CC)O)C2=NC5=C1C=C(C=C5)O.